Task: Predict the reactants needed to synthesize the given product.. Dataset: Full USPTO retrosynthesis dataset with 1.9M reactions from patents (1976-2016) (1) Given the product [Cl:1][C:2]1[N:3]=[CH:4][C:5]2[CH2:18][CH2:19][N:9]3[C:10]4[CH:11]=[CH:12][CH:13]=[C:14]([F:17])[C:15]=4[CH:16]=[C:8]3[C:6]=2[CH:7]=1, predict the reactants needed to synthesize it. The reactants are: [Cl:1][C:2]1[CH:7]=[C:6]([C:8]2[NH:9][C:10]3[C:15]([CH:16]=2)=[C:14]([F:17])[CH:13]=[CH:12][CH:11]=3)[C:5]([CH:18]=[CH2:19])=[CH:4][N:3]=1.CS(C)=O.[OH-].[K+]. (2) Given the product [Br:3][CH2:4][CH2:5][CH2:6][CH2:7][C:8]1([CH3:9])[O:13][CH2:12][CH2:11][O:10]1, predict the reactants needed to synthesize it. The reactants are: N#N.[Br:3][CH2:4][CH2:5][CH2:6][CH2:7][C:8](=[O:10])[CH3:9].[CH2:11](O)[CH2:12][OH:13].CC1C=CC(S(O)(=O)=O)=CC=1.C([O-])(O)=O.[Na+]. (3) Given the product [O:26]1[CH2:27][CH2:28][O:29][CH2:30][CH:25]1[CH2:24][N:1]1[C:9]2[C:4](=[CH:5][CH:6]=[CH:7][CH:8]=2)[C:3]2([C:21]3[C:12](=[CH:13][C:14]4[O:19][CH2:18][CH2:17][O:16][C:15]=4[CH:20]=3)[O:11][CH2:10]2)[C:2]1=[O:22], predict the reactants needed to synthesize it. The reactants are: [NH:1]1[C:9]2[C:4](=[CH:5][CH:6]=[CH:7][CH:8]=2)[C:3]2([C:21]3[C:12](=[CH:13][C:14]4[O:19][CH2:18][CH2:17][O:16][C:15]=4[CH:20]=3)[O:11][CH2:10]2)[C:2]1=[O:22].I[CH2:24][CH:25]1[CH2:30][O:29][CH2:28][CH2:27][O:26]1.C(=O)([O-])[O-].[Cs+].[Cs+]. (4) Given the product [CH:14]1([N:10]2[CH2:11][CH2:12][CH2:13][N:7]([C:5]([CH:3]3[CH2:2][N:1]([C:24](=[O:27])[CH2:25][CH3:26])[CH2:4]3)=[O:6])[CH2:8][CH2:9]2)[CH2:17][CH2:16][CH2:15]1, predict the reactants needed to synthesize it. The reactants are: [NH:1]1[CH2:4][CH:3]([C:5]([N:7]2[CH2:13][CH2:12][CH2:11][N:10]([CH:14]3[CH2:17][CH2:16][CH2:15]3)[CH2:9][CH2:8]2)=[O:6])[CH2:2]1.C(=O)([O-])[O-].[Na+].[Na+].[C:24](Cl)(=[O:27])[CH2:25][CH3:26]. (5) Given the product [NH2:5][C:6]1[CH:10]=[CH:9][S:8][C:7]=1[C:11]([CH2:13][CH:14]([CH3:16])[CH3:15])=[CH2:12], predict the reactants needed to synthesize it. The reactants are: [Cl-].[Al+3].[Cl-].[Cl-].[NH2:5][C:6]1[CH:10]=[CH:9][S:8][C:7]=1/[C:11](=[CH:13]/[CH:14]([CH3:16])[CH3:15])/[CH3:12].NC1C=CSC=1/C(=C\C(C)C)/C. (6) Given the product [CH2:21]([O:23][C:24]1([CH3:25])[O:6][CH2:7][C:8]([C:9]([O:11][CH2:12][CH3:13])=[O:10])([C:14]([O:16][CH2:17][CH3:18])=[O:15])[CH2:19][O:20]1)[CH3:22], predict the reactants needed to synthesize it. The reactants are: OS(O)(=O)=O.[OH:6][CH2:7][C:8]([CH2:19][OH:20])([C:14]([O:16][CH2:17][CH3:18])=[O:15])[C:9]([O:11][CH2:12][CH3:13])=[O:10].[C:21](OCC)(OCC)([O:23][CH2:24][CH3:25])[CH3:22].C([O-])(O)=O.[Na+]. (7) The reactants are: [Br:1][C:2]1[CH:11]=[C:10]2[C:5]([CH:6]=[C:7]([C:13](=O)[CH2:14]Br)[C:8](=[O:12])[O:9]2)=[CH:4][CH:3]=1.[NH2:17][C:18]1[C:23]([CH3:24])=[N:22][C:21]([CH3:25])=[CH:20][N:19]=1.C([O-])(O)=O.[Na+]. Given the product [Br:1][C:2]1[CH:11]=[C:10]2[C:5]([CH:6]=[C:7]([C:13]3[N:17]=[C:18]4[C:23]([CH3:24])=[N:22][C:21]([CH3:25])=[CH:20][N:19]4[CH:14]=3)[C:8](=[O:12])[O:9]2)=[CH:4][CH:3]=1, predict the reactants needed to synthesize it.